Dataset: Catalyst prediction with 721,799 reactions and 888 catalyst types from USPTO. Task: Predict which catalyst facilitates the given reaction. Reactant: [N:1]1[CH:6]=[CH:5][C:4]([C:7]2[N:8]=[C:9]3[CH2:15][CH2:14][CH2:13][CH2:12][CH2:11][N:10]3[C:16](=[O:18])[CH:17]=2)=[N:3][CH:2]=1.C[Si]([N-][Si](C)(C)C)(C)C.[Li+].[F:29][C:30]1[CH:37]=[CH:36][C:33]([CH:34]=[O:35])=[C:32]([O:38][CH3:39])[CH:31]=1. Product: [F:29][C:30]1[CH:37]=[CH:36][C:33]([CH:34]([OH:35])[CH:15]2[CH2:14][CH2:13][CH2:12][CH2:11][N:10]3[C:16](=[O:18])[CH:17]=[C:7]([C:4]4[CH:5]=[CH:6][N:1]=[CH:2][N:3]=4)[N:8]=[C:9]23)=[C:32]([O:38][CH3:39])[CH:31]=1. The catalyst class is: 7.